From a dataset of Catalyst prediction with 721,799 reactions and 888 catalyst types from USPTO. Predict which catalyst facilitates the given reaction. (1) Reactant: [F:1][C:2]1[CH:3]=[C:4]([N:9]2[C:14](=[O:15])[C:13]([O:16]S(C3C=CC(C)=CC=3)(=O)=O)=[C:12]([C:27]3[CH:32]=[CH:31][C:30]([S:33]([CH3:36])(=[O:35])=[O:34])=[CH:29][CH:28]=3)[CH:11]=[N:10]2)[CH:5]=[CH:6][C:7]=1[F:8].[CH2:37](O)[CH3:38]. Product: [F:1][C:2]1[CH:3]=[C:4]([N:9]2[C:14](=[O:15])[C:13]([O:16][CH2:37][CH3:38])=[C:12]([C:27]3[CH:28]=[CH:29][C:30]([S:33]([CH3:36])(=[O:34])=[O:35])=[CH:31][CH:32]=3)[CH:11]=[N:10]2)[CH:5]=[CH:6][C:7]=1[F:8]. The catalyst class is: 6. (2) Reactant: Br[CH2:2][CH2:3][CH2:4][C:5]([CH3:15])([CH3:14])[CH2:6][O:7][CH:8]1[CH2:13][CH2:12][CH2:11][CH2:10][O:9]1.[C:16]1(=[O:26])[NH:20][C:19](=[O:21])[C:18]2=[CH:22][CH:23]=[CH:24][CH:25]=[C:17]12.[K]. Product: [CH3:14][C:5]([CH3:15])([CH2:4][CH2:3][CH2:2][N:20]1[C:19](=[O:21])[C:18]2=[CH:22][CH:23]=[CH:24][CH:25]=[C:17]2[C:16]1=[O:26])[CH2:6][O:7][CH:8]1[CH2:13][CH2:12][CH2:11][CH2:10][O:9]1. The catalyst class is: 18. (3) Reactant: [F:1][C:2]1[CH:7]=[CH:6][C:5]([NH:8][C:9]([C:11]2([C:14]([NH:16][C:17]3[CH:22]=[CH:21][C:20]([O:23][C:24]4[C:33]5[C:28](=[CH:29][C:30]([O:35][CH3:36])=[C:31]([OH:34])[CH:32]=5)[N:27]=[CH:26][N:25]=4)=[C:19]([F:37])[CH:18]=3)=[O:15])[CH2:13][CH2:12]2)=[O:10])=[CH:4][CH:3]=1.C1C=CC(P(C2C=CC=CC=2)C2C=CC=CC=2)=CC=1.[N:57]1([CH2:63][CH2:64][CH2:65]O)[CH2:62][CH2:61][O:60][CH2:59][CH2:58]1.CCOC(/N=N/C(OCC)=O)=O. Product: [F:1][C:2]1[CH:3]=[CH:4][C:5]([NH:8][C:9]([C:11]2([C:14]([NH:16][C:17]3[CH:22]=[CH:21][C:20]([O:23][C:24]4[C:33]5[C:28](=[CH:29][C:30]([O:35][CH3:36])=[C:31]([O:34][CH2:65][CH2:64][CH2:63][N:57]6[CH2:62][CH2:61][O:60][CH2:59][CH2:58]6)[CH:32]=5)[N:27]=[CH:26][N:25]=4)=[C:19]([F:37])[CH:18]=3)=[O:15])[CH2:13][CH2:12]2)=[O:10])=[CH:6][CH:7]=1. The catalyst class is: 2. (4) Reactant: P(Cl)(Cl)([Cl:3])=O.[CH3:6][O:7][C:8]1[CH:13]=[CH:12][C:11]([C:14]2[C:23]3[C:18](=[CH:19][CH:20]=[CH:21][CH:22]=3)[C:17](=O)[NH:16][N:15]=2)=[CH:10][CH:9]=1. Product: [Cl:3][C:17]1[C:18]2[C:23](=[CH:22][CH:21]=[CH:20][CH:19]=2)[C:14]([C:11]2[CH:12]=[CH:13][C:8]([O:7][CH3:6])=[CH:9][CH:10]=2)=[N:15][N:16]=1. The catalyst class is: 6. (5) Reactant: C(N1CCCC(NC2C=C(N(CC3C=CC(OC)=CC=3)C3C=CC=CC=3)C3N(C(C#N)=CN=3)N=2)C1)C1C=CC=CC=1.[NH2:42][N:43]1[CH:47]=[CH:46][N:45]=[C:44]1[C:48]([O:50][CH2:51][CH3:52])=[O:49].[C:53]([CH2:55][C:56](Cl)=[O:57])#[N:54].N1C=CC=CC=1. Product: [C:53]([CH2:55][C:56]([NH:42][N:43]1[CH:47]=[CH:46][N:45]=[C:44]1[C:48]([O:50][CH2:51][CH3:52])=[O:49])=[O:57])#[N:54]. The catalyst class is: 26. (6) Reactant: [CH2:1]([S:3](Cl)(=[O:5])=[O:4])[CH3:2].[NH2:7][C:8]1[CH:30]=[CH:29][C:11]([O:12][C:13]2[CH:27]=[C:26]([F:28])[CH:25]=[CH:24][C:14]=2[O:15][CH2:16][C:17]([O:19]C(C)(C)C)=[O:18])=[C:10]([Cl:31])[CH:9]=1. Product: [Cl:31][C:10]1[CH:9]=[C:8]([NH:7][S:3]([CH2:1][CH3:2])(=[O:5])=[O:4])[CH:30]=[CH:29][C:11]=1[O:12][C:13]1[CH:27]=[C:26]([F:28])[CH:25]=[CH:24][C:14]=1[O:15][CH2:16][C:17]([OH:19])=[O:18]. The catalyst class is: 17. (7) Reactant: Br.[CH3:2][C:3]1[CH:8]=[C:7]([C:9]2[CH:14]=[CH:13][C:12]([OH:15])=[CH:11][CH:10]=2)[CH:6]=[CH:5][N:4]=1.C(=O)([O-])[O-].[K+].[K+].Cl.CS(O[CH2:28][CH2:29][CH2:30][N:31]1[CH2:36][CH2:35][CH2:34][C@H:33]([CH3:37])[CH2:32]1)(=O)=O. Product: [CH3:2][C:3]1[CH:8]=[C:7]([C:9]2[CH:14]=[CH:13][C:12]([O:15][CH2:28][CH2:29][CH2:30][N:31]3[CH2:36][CH2:35][CH2:34][C@H:33]([CH3:37])[CH2:32]3)=[CH:11][CH:10]=2)[CH:6]=[CH:5][N:4]=1. The catalyst class is: 9. (8) Reactant: [NH2:1][NH2:2].Cl[C:4]1[N:13]=[CH:12][CH:11]=[C:10]2[C:5]=1[CH:6]=[C:7]([C:32]1[CH:37]=[CH:36][CH:35]=[CH:34][CH:33]=1)[C:8]([C:14]1[CH:19]=[CH:18][C:17]([C:20]3([NH:24][C:25](=[O:31])[O:26][C:27]([CH3:30])([CH3:29])[CH3:28])[CH2:23][CH2:22][CH2:21]3)=[CH:16][CH:15]=1)=[N:9]2.C(OCC)(=O)C. Product: [NH:1]([C:4]1[N:13]=[CH:12][CH:11]=[C:10]2[C:5]=1[CH:6]=[C:7]([C:32]1[CH:37]=[CH:36][CH:35]=[CH:34][CH:33]=1)[C:8]([C:14]1[CH:19]=[CH:18][C:17]([C:20]3([NH:24][C:25](=[O:31])[O:26][C:27]([CH3:30])([CH3:29])[CH3:28])[CH2:23][CH2:22][CH2:21]3)=[CH:16][CH:15]=1)=[N:9]2)[NH2:2]. The catalyst class is: 12.